Dataset: Forward reaction prediction with 1.9M reactions from USPTO patents (1976-2016). Task: Predict the product of the given reaction. Given the reactants [CH2:1]([O:3][C:4](=[O:30])[C:5]1[CH:10]=[CH:9][C:8]([C:11]2[N:29]=[C:14]3[N:15]([CH2:20][C:21]4[CH:26]=[CH:25][C:24]([O:27][CH3:28])=[CH:23][CH:22]=4)[CH:16]=[N:17][C:18](Cl)=[C:13]3[CH:12]=2)=[CH:7][CH:6]=1)[CH3:2].[F:31][C:32]1[C:40]([OH:41])=[CH:39][CH:38]=[C:37]2[C:33]=1[CH:34]=[C:35]([CH3:42])[NH:36]2.C([O-])([O-])=O.[K+].[K+], predict the reaction product. The product is: [CH2:1]([O:3][C:4](=[O:30])[C:5]1[CH:10]=[CH:9][C:8]([C:11]2[N:29]=[C:14]3[N:15]([CH2:20][C:21]4[CH:26]=[CH:25][C:24]([O:27][CH3:28])=[CH:23][CH:22]=4)[CH:16]=[N:17][C:18]([O:41][C:40]4[C:32]([F:31])=[C:33]5[C:37](=[CH:38][CH:39]=4)[NH:36][C:35]([CH3:42])=[CH:34]5)=[C:13]3[CH:12]=2)=[CH:7][CH:6]=1)[CH3:2].